This data is from NCI-60 drug combinations with 297,098 pairs across 59 cell lines. The task is: Regression. Given two drug SMILES strings and cell line genomic features, predict the synergy score measuring deviation from expected non-interaction effect. (1) Drug 1: C1CCC(CC1)NC(=O)N(CCCl)N=O. Drug 2: CC1CCC2CC(C(=CC=CC=CC(CC(C(=O)C(C(C(=CC(C(=O)CC(OC(=O)C3CCCCN3C(=O)C(=O)C1(O2)O)C(C)CC4CCC(C(C4)OC)OCCO)C)C)O)OC)C)C)C)OC. Cell line: EKVX. Synergy scores: CSS=16.2, Synergy_ZIP=-9.36, Synergy_Bliss=-8.58, Synergy_Loewe=-15.8, Synergy_HSA=-5.70. (2) Drug 1: C1=C(C(=O)NC(=O)N1)N(CCCl)CCCl. Drug 2: CCC(=C(C1=CC=CC=C1)C2=CC=C(C=C2)OCCN(C)C)C3=CC=CC=C3.C(C(=O)O)C(CC(=O)O)(C(=O)O)O. Cell line: SNB-75. Synergy scores: CSS=0.891, Synergy_ZIP=-7.11, Synergy_Bliss=-10.3, Synergy_Loewe=-12.8, Synergy_HSA=-11.2. (3) Drug 1: C1=CN(C=N1)CC(O)(P(=O)(O)O)P(=O)(O)O. Drug 2: CC12CCC3C(C1CCC2OP(=O)(O)O)CCC4=C3C=CC(=C4)OC(=O)N(CCCl)CCCl.[Na+]. Cell line: SF-268. Synergy scores: CSS=2.31, Synergy_ZIP=-1.00, Synergy_Bliss=2.11, Synergy_Loewe=-1.61, Synergy_HSA=0.168. (4) Drug 1: C(=O)(N)NO. Drug 2: C1CN(CCN1C(=O)CCBr)C(=O)CCBr. Cell line: HCT116. Synergy scores: CSS=26.2, Synergy_ZIP=5.87, Synergy_Bliss=6.92, Synergy_Loewe=-16.0, Synergy_HSA=-0.354. (5) Synergy scores: CSS=26.5, Synergy_ZIP=-3.55, Synergy_Bliss=2.82, Synergy_Loewe=5.55, Synergy_HSA=5.55. Drug 1: COC1=C(C=C2C(=C1)N=CN=C2NC3=CC(=C(C=C3)F)Cl)OCCCN4CCOCC4. Drug 2: C1=CC=C(C=C1)NC(=O)CCCCCCC(=O)NO. Cell line: HOP-62. (6) Drug 1: CCC1=CC2CC(C3=C(CN(C2)C1)C4=CC=CC=C4N3)(C5=C(C=C6C(=C5)C78CCN9C7C(C=CC9)(C(C(C8N6C)(C(=O)OC)O)OC(=O)C)CC)OC)C(=O)OC.C(C(C(=O)O)O)(C(=O)O)O. Drug 2: COC1=C2C(=CC3=C1OC=C3)C=CC(=O)O2. Cell line: DU-145. Synergy scores: CSS=51.8, Synergy_ZIP=-0.183, Synergy_Bliss=-0.432, Synergy_Loewe=-23.1, Synergy_HSA=-0.471. (7) Drug 1: CC1(CCCN1)C2=NC3=C(C=CC=C3N2)C(=O)N. Drug 2: CC1CC(C(C(C=C(C(C(C=CC=C(C(=O)NC2=CC(=O)C(=C(C1)C2=O)OC)C)OC)OC(=O)N)C)C)O)OC. Cell line: HCT116. Synergy scores: CSS=48.8, Synergy_ZIP=7.50, Synergy_Bliss=6.50, Synergy_Loewe=-24.0, Synergy_HSA=7.05.